Dataset: NCI-60 drug combinations with 297,098 pairs across 59 cell lines. Task: Regression. Given two drug SMILES strings and cell line genomic features, predict the synergy score measuring deviation from expected non-interaction effect. (1) Drug 2: C(CC(=O)O)C(=O)CN.Cl. Cell line: UACC-257. Synergy scores: CSS=0.453, Synergy_ZIP=-2.37, Synergy_Bliss=-2.00, Synergy_Loewe=-3.57, Synergy_HSA=-2.27. Drug 1: COC1=NC(=NC2=C1N=CN2C3C(C(C(O3)CO)O)O)N. (2) Cell line: OVCAR3. Drug 1: C1=NC2=C(N=C(N=C2N1C3C(C(C(O3)CO)O)F)Cl)N. Drug 2: CNC(=O)C1=NC=CC(=C1)OC2=CC=C(C=C2)NC(=O)NC3=CC(=C(C=C3)Cl)C(F)(F)F. Synergy scores: CSS=-2.69, Synergy_ZIP=1.42, Synergy_Bliss=-4.40, Synergy_Loewe=-1.68, Synergy_HSA=-6.65. (3) Drug 1: CC12CCC(CC1=CCC3C2CCC4(C3CC=C4C5=CN=CC=C5)C)O. Drug 2: C1CCC(C1)C(CC#N)N2C=C(C=N2)C3=C4C=CNC4=NC=N3. Cell line: UACC62. Synergy scores: CSS=-1.22, Synergy_ZIP=4.07, Synergy_Bliss=1.91, Synergy_Loewe=-9.25, Synergy_HSA=-7.58. (4) Drug 1: COC1=CC(=CC(=C1O)OC)C2C3C(COC3=O)C(C4=CC5=C(C=C24)OCO5)OC6C(C(C7C(O6)COC(O7)C8=CC=CS8)O)O. Drug 2: COC1=C2C(=CC3=C1OC=C3)C=CC(=O)O2. Cell line: MOLT-4. Synergy scores: CSS=91.2, Synergy_ZIP=15.9, Synergy_Bliss=15.5, Synergy_Loewe=-11.4, Synergy_HSA=15.0.